Predict the product of the given reaction. From a dataset of Forward reaction prediction with 1.9M reactions from USPTO patents (1976-2016). (1) Given the reactants [NH2:1][C:2]1[CH:7]=[CH:6][C:5]([C:8]2[N:13]=[C:12]([N:14]3[CH2:20][CH:19]4[O:21][CH:16]([CH2:17][CH2:18]4)[CH2:15]3)[N:11]=[C:10]([C:22]3[CH:27]=[CH:26][C:25]([NH:28][C:29]([NH:31][CH3:32])=[O:30])=[CH:24][CH:23]=3)[N:9]=2)=[CH:4][CH:3]=1.[C:33]([C:36]1[CH:37]=[C:38]([NH:42][C:43](=O)[O:44]C2C=CC=CC=2)[CH:39]=[CH:40][CH:41]=1)(=[O:35])[NH2:34], predict the reaction product. The product is: [CH3:32][NH:31][C:29]([NH:28][C:25]1[CH:26]=[CH:27][C:22]([C:10]2[N:11]=[C:12]([N:14]3[CH2:20][CH:19]4[O:21][CH:16]([CH2:17][CH2:18]4)[CH2:15]3)[N:13]=[C:8]([C:5]3[CH:4]=[CH:3][C:2]([NH:1][C:43]([NH:42][C:38]4[CH:37]=[C:36]([CH:41]=[CH:40][CH:39]=4)[C:33]([NH2:34])=[O:35])=[O:44])=[CH:7][CH:6]=3)[N:9]=2)=[CH:23][CH:24]=1)=[O:30]. (2) Given the reactants [Br:1][C:2]1[CH:7]=[CH:6][C:5]([OH:8])=[C:4]([N+:9]([O-:11])=[O:10])[CH:3]=1.Br[CH:13]([CH3:15])[CH3:14].[OH-].[K+].C1OCCOCCOCCOCCOCCOC1, predict the reaction product. The product is: [Br:1][C:2]1[CH:7]=[CH:6][C:5]([O:8][CH:13]([CH3:15])[CH3:14])=[C:4]([N+:9]([O-:11])=[O:10])[CH:3]=1. (3) The product is: [CH2:11]([O:10][C:8]1[CH:9]=[C:4]2[C:5](=[CH:6][CH:7]=1)[N:13]([CH2:14][C:15]1[CH:16]=[C:17]([CH:22]=[CH:23][CH:24]=1)[C:18]([O:20][CH3:21])=[O:19])[C:2]([C:26]1[CH:31]=[CH:30][CH:29]=[CH:28][CH:27]=1)=[CH:3]2)[CH3:12]. Given the reactants Br[C:2](Br)=[CH:3][C:4]1[CH:9]=[C:8]([O:10][CH2:11][CH3:12])[CH:7]=[CH:6][C:5]=1[NH:13][CH2:14][C:15]1[CH:16]=[C:17]([CH:22]=[CH:23][CH:24]=1)[C:18]([O:20][CH3:21])=[O:19].[C:26]1(B(O)O)[CH:31]=[CH:30][CH:29]=[CH:28][CH:27]=1.CC1C=CC=CC=1P(C1C=CC=CC=1C)C1C=CC=CC=1C.C(=O)([O-])[O-].[K+].[K+], predict the reaction product.